From a dataset of Reaction yield outcomes from USPTO patents with 853,638 reactions. Predict the reaction yield, written as a fraction of the theoretical maximum amount of product (1.0 means a 100% yield; for example, 0.34 means a 34% yield). The reactants are [Cl:1][C:2]1[C:3]([N:13]2[CH2:18][CH2:17][NH:16][CH2:15][CH2:14]2)=[N:4][CH:5]=[C:6]([CH:12]=1)[C:7]([O:9][CH2:10][CH3:11])=[O:8].[N:19]([C:22]1[CH:27]=[CH:26][CH:25]=[CH:24][C:23]=1[CH:28]([CH3:30])[CH3:29])=[C:20]=[O:21]. No catalyst specified. The product is [Cl:1][C:2]1[C:3]([N:13]2[CH2:18][CH2:17][N:16]([C:20]([NH:19][C:22]3[CH:27]=[CH:26][CH:25]=[CH:24][C:23]=3[CH:28]([CH3:30])[CH3:29])=[O:21])[CH2:15][CH2:14]2)=[N:4][CH:5]=[C:6]([CH:12]=1)[C:7]([O:9][CH2:10][CH3:11])=[O:8]. The yield is 0.560.